This data is from Reaction yield outcomes from USPTO patents with 853,638 reactions. The task is: Predict the reaction yield, written as a fraction of the theoretical maximum amount of product (1.0 means a 100% yield; for example, 0.34 means a 34% yield). (1) The reactants are [Br:1][C:2]1[CH:3]=[C:4]([NH2:9])[C:5]([CH3:8])=[N:6][CH:7]=1.[CH:10]1([S:13](Cl)(=[O:15])=[O:14])[CH2:12][CH2:11]1. The catalyst is N1C=CC=CC=1. The product is [Br:1][C:2]1[CH:3]=[C:4]([NH:9][S:13]([CH:10]2[CH2:12][CH2:11]2)(=[O:15])=[O:14])[C:5]([CH3:8])=[N:6][CH:7]=1. The yield is 0.930. (2) The product is [CH3:14][O:1][C:2]1[C:9]([N+:10]([O-:12])=[O:11])=[CH:8][CH:7]=[CH:6][C:3]=1[CH:4]=[O:5]. The yield is 0.540. The reactants are [OH:1][C:2]1[C:9]([N+:10]([O-:12])=[O:11])=[CH:8][CH:7]=[CH:6][C:3]=1[CH:4]=[O:5].O[C:14]1C=CC([N+]([O-])=O)=CC=1C=O. No catalyst specified. (3) The reactants are [NH2:1][C:2]1[C:10]2[C:9]([C:11]3[CH:16]=[C:15]([O:17][CH3:18])[CH:14]=[CH:13][N:12]=3)=[N:8][C:7]([S:19][CH3:20])=[N:6][C:5]=2[S:4][C:3]=1[C:21]([NH2:23])=[O:22].ClC1C=C(C=CC=1)C(OO)=[O:29]. The catalyst is C(Cl)(Cl)Cl. The product is [NH2:1][C:2]1[C:10]2[C:9]([C:11]3[CH:16]=[C:15]([O:17][CH3:18])[CH:14]=[CH:13][N:12]=3)=[N:8][C:7]([S:19]([CH3:20])=[O:29])=[N:6][C:5]=2[S:4][C:3]=1[C:21]([NH2:23])=[O:22]. The yield is 0.800. (4) The reactants are Cl[C:2]1[CH:7]=[CH:6][C:5]([I:8])=[CH:4][N:3]=1.[CH3:9][N:10]([CH3:14])[CH2:11][CH2:12][NH2:13]. The catalyst is C(OCCO)C.CCOC(C)=O. The product is [CH3:9][N:10]([CH3:14])[CH2:11][CH2:12][NH:13][C:2]1[CH:7]=[CH:6][C:5]([I:8])=[CH:4][N:3]=1. The yield is 0.360. (5) The reactants are [NH2:1][CH2:2][CH2:3][O:4][C@@H:5]([C:19]1[CH:24]=[CH:23][CH:22]=[C:21]([F:25])[C:20]=1[C:26]1[CH:31]=[CH:30][CH:29]=[C:28]([CH3:32])[CH:27]=1)[C@@H:6]1[CH2:11][CH2:10][CH2:9][N:8]([C:12]([O:14][C:15]([CH3:18])([CH3:17])[CH3:16])=[O:13])[CH2:7]1.CCN(CC)CC.[C:40](Cl)(=[O:42])[CH3:41]. The catalyst is C(Cl)Cl. The product is [C:40]([NH:1][CH2:2][CH2:3][O:4][C@@H:5]([C:19]1[CH:24]=[CH:23][CH:22]=[C:21]([F:25])[C:20]=1[C:26]1[CH:31]=[CH:30][CH:29]=[C:28]([CH3:32])[CH:27]=1)[C@@H:6]1[CH2:11][CH2:10][CH2:9][N:8]([C:12]([O:14][C:15]([CH3:18])([CH3:17])[CH3:16])=[O:13])[CH2:7]1)(=[O:42])[CH3:41]. The yield is 0.850. (6) The reactants are [H-].[Al+3].[Li+].[H-].[H-].[H-].[Cl:7][C:8]1[C:12]([C:13](OCC)=[O:14])=[C:11]([Cl:18])[N:10]([CH2:19][CH3:20])[N:9]=1.C(OCC)(=O)C.O. The yield is 1.00. The product is [Cl:7][C:8]1[C:12]([CH2:13][OH:14])=[C:11]([Cl:18])[N:10]([CH2:19][CH3:20])[N:9]=1. The catalyst is O1CCCC1. (7) The reactants are [C:1]([C:4]1[CH:9]=[C:8]([S:10]([CH3:13])(=[O:12])=[O:11])[CH:7]=[CH:6][C:5]=1[S:14][C:15]1[CH:23]=[CH:22][C:21]([F:24])=[CH:20][C:16]=1[C:17](O)=[O:18])(O)=[O:2].C(C1C=CC=C([N+]([O-])=O)C=1SC1C=CC(F)=CC=1C(O)=O)(O)=O.B. The product is [F:24][C:21]1[CH:22]=[CH:23][C:15]([S:14][C:5]2[CH:6]=[CH:7][C:8]([S:10]([CH3:13])(=[O:11])=[O:12])=[CH:9][C:4]=2[CH2:1][OH:2])=[C:16]([CH2:17][OH:18])[CH:20]=1. The yield is 0.800. No catalyst specified. (8) The reactants are [NH2:1][C:2]1[C:7]([C:8]#[N:9])=[C:6]([NH:10][C@H:11]([C:13]2[N:17]([CH3:18])[C:16]3[C:19](Br)=[C:20]([F:23])[CH:21]=[CH:22][C:15]=3[N:14]=2)[CH3:12])[N:5]=[CH:4][N:3]=1.[N:25]1[CH:30]=[CH:29][CH:28]=[C:27](B(O)O)[CH:26]=1.C(=O)([O-])[O-].[Cs+].[Cs+]. The catalyst is O1CCOCC1.O.C1C=CC([P]([Pd]([P](C2C=CC=CC=2)(C2C=CC=CC=2)C2C=CC=CC=2)([P](C2C=CC=CC=2)(C2C=CC=CC=2)C2C=CC=CC=2)[P](C2C=CC=CC=2)(C2C=CC=CC=2)C2C=CC=CC=2)(C2C=CC=CC=2)C2C=CC=CC=2)=CC=1. The product is [NH2:1][C:2]1[C:7]([C:8]#[N:9])=[C:6]([NH:10][C@H:11]([C:13]2[N:17]([CH3:18])[C:16]3[C:19]([C:27]4[CH:26]=[N:25][CH:30]=[CH:29][CH:28]=4)=[C:20]([F:23])[CH:21]=[CH:22][C:15]=3[N:14]=2)[CH3:12])[N:5]=[CH:4][N:3]=1. The yield is 0.660. (9) The reactants are [CH:1]([CH:4]1[NH:8][CH2:7][CH2:6]O1)([CH3:3])[CH3:2].[BH4-].[Na+].C[CH2:12][OH:13]. No catalyst specified. The product is [CH2:4]([NH:8][CH2:7][CH2:6][CH2:12][OH:13])[CH:1]([CH3:2])[CH3:3]. The yield is 1.00. (10) The reactants are C(O[C:4](=[O:22])[C:5]([CH2:12][NH:13][CH2:14][C:15]1[CH:20]=[CH:19][C:18]([F:21])=[CH:17][CH:16]=1)([CH3:11])[CH2:6][CH2:7][CH:8]([CH3:10])[CH3:9])C.[CH3:23][S:24]([NH:27][C:28]1[CH:43]=[CH:42][C:31]2[NH:32][C:33]([CH2:38][C:39](O)=[O:40])=[N:34][S:35](=[O:37])(=[O:36])[C:30]=2[CH:29]=1)(=[O:26])=[O:25].Cl.CN(C)CCCN=C=NCC.CN1CCOCC1.[H-].[Na+]. The catalyst is CN(C)C=O. The product is [F:21][C:18]1[CH:17]=[CH:16][C:15]([CH2:14][N:13]2[CH2:12][C:5]([CH3:11])([CH2:6][CH2:7][CH:8]([CH3:9])[CH3:10])[C:4]([OH:22])=[C:38]([C:33]3[NH:32][C:31]4[CH:42]=[CH:43][C:28]([NH:27][S:24]([CH3:23])(=[O:26])=[O:25])=[CH:29][C:30]=4[S:35](=[O:36])(=[O:37])[N:34]=3)[C:39]2=[O:40])=[CH:20][CH:19]=1. The yield is 0.380.